Dataset: Full USPTO retrosynthesis dataset with 1.9M reactions from patents (1976-2016). Task: Predict the reactants needed to synthesize the given product. (1) Given the product [Cl:1][C:2]1[N:10]=[C:9]2[C:5]([N:6]=[C:7]([CH2:13][N:32]3[CH2:37][CH2:36][CH:35]([N:38]4[CH2:43][CH2:42][O:41][CH2:40][C:39]4=[O:44])[CH2:34][CH2:33]3)[N:8]2[CH2:11][CH3:12])=[C:4]([N:26]2[CH2:27][CH2:28][O:29][CH2:30][CH2:31]2)[N:3]=1, predict the reactants needed to synthesize it. The reactants are: [Cl:1][C:2]1[N:10]=[C:9]2[C:5]([N:6]=[C:7]([CH2:13]N3CCC(N4CC(F)(F)C4)CC3)[N:8]2[CH2:11][CH3:12])=[C:4]([N:26]2[CH2:31][CH2:30][O:29][CH2:28][CH2:27]2)[N:3]=1.[NH:32]1[CH2:37][CH2:36][CH:35]([N:38]2[CH2:43][CH2:42][O:41][CH2:40][C:39]2=[O:44])[CH2:34][CH2:33]1. (2) Given the product [CH2:1]([O:3][C:4](=[O:20])[C:5]([OH:19])([C:22]([F:24])([F:23])[F:21])[CH2:6][C:7]([C:10]1[CH:15]=[CH:14][CH:13]=[C:12]([CH3:16])[C:11]=1[O:17][CH3:18])([CH3:9])[CH3:8])[CH3:2], predict the reactants needed to synthesize it. The reactants are: [CH2:1]([O:3][C:4](=[O:20])[C:5](=[O:19])[CH2:6][C:7]([C:10]1[CH:15]=[CH:14][CH:13]=[C:12]([CH3:16])[C:11]=1[O:17][CH3:18])([CH3:9])[CH3:8])[CH3:2].[F:21][C:22]([Si](C)(C)C)([F:24])[F:23].[F-].C([N+](CCCC)(CCCC)CCCC)CCC. (3) Given the product [CH3:1][O:2][C:3]1[CH:10]=[CH:9][C:8]([C:11]2[S:12][CH:13]=[CH:14][CH:15]=2)=[CH:7][C:4]=1[CH:5]=[CH:24][C:23]([C:20]1[CH:21]=[CH:22][C:17]([OH:16])=[C:18]([O:26][CH3:27])[CH:19]=1)=[O:25], predict the reactants needed to synthesize it. The reactants are: [CH3:1][O:2][C:3]1[CH:10]=[CH:9][C:8]([C:11]2[S:12][CH:13]=[CH:14][CH:15]=2)=[CH:7][C:4]=1[CH:5]=O.[OH:16][C:17]1[CH:22]=[CH:21][C:20]([C:23](=[O:25])[CH3:24])=[CH:19][C:18]=1[O:26][CH3:27].S(=O)(=O)(O)O.[Cl-].[Na+]. (4) Given the product [C:7]1([CH:17]([C:4](=[O:3])[CH3:5])[CH:18]=[O:19])[C:16]2[C:11](=[CH:12][CH:13]=[CH:14][CH:15]=2)[CH:10]=[CH:9][CH:8]=1, predict the reactants needed to synthesize it. The reactants are: C([O:3][CH2:4][CH3:5])=O.[Na].[C:7]1([CH2:17][C:18](OCC)=[O:19])[C:16]2[C:11](=[CH:12][CH:13]=[CH:14][CH:15]=2)[CH:10]=[CH:9][CH:8]=1. (5) Given the product [CH2:1]([N:8]1[CH2:17][C:16]([CH2:18][CH3:20])([CH3:19])[NH:15][CH2:14][C:9]1([CH3:10])[CH3:13])[C:2]1[CH:3]=[CH:4][CH:5]=[CH:6][CH:7]=1, predict the reactants needed to synthesize it. The reactants are: [CH2:1]([N:8]1[CH2:17][C:16]([CH3:19])([CH3:18])[NH:15][CH2:14][C:9]21[CH2:13]CC[CH2:10]2)[C:2]1[CH:7]=[CH:6][CH:5]=[CH:4][CH:3]=1.[CH3:20]C(N)(CC)CN.CC(C)(O)C#N.